From a dataset of Peptide-MHC class II binding affinity with 134,281 pairs from IEDB. Regression. Given a peptide amino acid sequence and an MHC pseudo amino acid sequence, predict their binding affinity value. This is MHC class II binding data. (1) The peptide sequence is YDKFLANVLTVLTGK. The MHC is DRB1_1302 with pseudo-sequence DRB1_1302. The binding affinity (normalized) is 0.646. (2) The peptide sequence is MLRFANPLSNPFY. The MHC is HLA-DPA10301-DPB10402 with pseudo-sequence HLA-DPA10301-DPB10402. The binding affinity (normalized) is 0.298. (3) The binding affinity (normalized) is 0.263. The MHC is DRB3_0202 with pseudo-sequence DRB3_0202. The peptide sequence is RLFKAFILDGDNLFP. (4) The peptide sequence is AGSLQGQWRGAAGTA. The MHC is HLA-DPA10301-DPB10402 with pseudo-sequence HLA-DPA10301-DPB10402. The binding affinity (normalized) is 0.0425. (5) The peptide sequence is TDALRTLGSTSADEV. The MHC is DRB1_1501 with pseudo-sequence DRB1_1501. The binding affinity (normalized) is 0.282.